Predict the reactants needed to synthesize the given product. From a dataset of Full USPTO retrosynthesis dataset with 1.9M reactions from patents (1976-2016). Given the product [NH2:4][C:3]1[C:5]([CH3:9])=[CH:6][CH:7]=[CH:8][C:2]=1[C:10]#[N:11], predict the reactants needed to synthesize it. The reactants are: Br[C:2]1[CH:8]=[CH:7][CH:6]=[C:5]([CH3:9])[C:3]=1[NH2:4].[C:10]([Cu])#[N:11].N.